This data is from Full USPTO retrosynthesis dataset with 1.9M reactions from patents (1976-2016). The task is: Predict the reactants needed to synthesize the given product. (1) Given the product [Cl:60][C:61]1[CH:62]=[CH:63][C:64]([C:65](=[N:67][OH:68])[NH:66][C:5](=[O:6])[CH2:4][CH:3]([CH2:8][N:9]2[CH2:14][CH2:13][CH2:12][CH:11]([C:15]3[CH:20]=[CH:19][CH:18]=[C:17]([C:21]([F:23])([F:22])[F:24])[CH:16]=3)[CH2:10]2)[C:2]([F:26])([F:1])[F:25])=[CH:69][CH:70]=1, predict the reactants needed to synthesize it. The reactants are: [F:1][C:2]([F:26])([F:25])[CH:3]([CH2:8][N:9]1[CH2:14][CH2:13][CH2:12][CH:11]([C:15]2[CH:20]=[CH:19][CH:18]=[C:17]([C:21]([F:24])([F:23])[F:22])[CH:16]=2)[CH2:10]1)[CH2:4][C:5](O)=[O:6].CN(C(ON1N=NC2C=CC=NC1=2)=[N+](C)C)C.F[P-](F)(F)(F)(F)F.CCN(C(C)C)C(C)C.[Cl:60][C:61]1[CH:70]=[CH:69][C:64]([C:65](=[N:67][OH:68])[NH2:66])=[CH:63][CH:62]=1.[Na+].[Cl-].O. (2) Given the product [CH3:23][NH:22][C:17]1[CH:16]=[C:15]([C:6]2[CH:7]=[CH:8][CH:9]=[C:10]3[C:5]=2[CH:4]=[CH:3][CH:2]=[N:1]3)[N:20]=[C:19]([NH2:21])[N:18]=1, predict the reactants needed to synthesize it. The reactants are: [N:1]1[C:10]2[C:5](=[C:6](B(O)O)[CH:7]=[CH:8][CH:9]=2)[CH:4]=[CH:3][CH:2]=1.Cl[C:15]1[N:20]=[C:19]([NH2:21])[N:18]=[C:17]([NH:22][CH3:23])[CH:16]=1. (3) Given the product [Br:7][C:8]1[CH:16]=[CH:12][C:11]([Cl:17])=[C:3]([CH:9]=1)[C:1]([Cl:6])=[O:2], predict the reactants needed to synthesize it. The reactants are: [C:1]([Cl:6])([C:3](Cl)=O)=[O:2].[Br:7][C:8]1[CH:9]=C[C:11]([Cl:17])=[C:12]([CH:16]=1)C(O)=O.CN(C=O)C. (4) The reactants are: C[O:2][C:3](=[O:31])[C:4]1[CH:9]=[C:8]([C:10]2[N:11]=[C:12]([C:15]3[N:16]=[CH:17][C:18]4[C:23]([CH:24]=3)=[CH:22][CH:21]=[CH:20][CH:19]=4)[NH:13][CH:14]=2)[CH:7]=[C:6]([NH:25][C:26](=[O:30])[CH:27]([CH3:29])[CH3:28])[CH:5]=1.[Li+].[OH-]. Given the product [C:26]([NH:25][C:6]1[CH:5]=[C:4]([CH:9]=[C:8]([C:10]2[N:11]=[C:12]([C:15]3[N:16]=[CH:17][C:18]4[C:23]([CH:24]=3)=[CH:22][CH:21]=[CH:20][CH:19]=4)[NH:13][CH:14]=2)[CH:7]=1)[C:3]([OH:31])=[O:2])(=[O:30])[CH:27]([CH3:29])[CH3:28], predict the reactants needed to synthesize it.